From a dataset of Catalyst prediction with 721,799 reactions and 888 catalyst types from USPTO. Predict which catalyst facilitates the given reaction. (1) Reactant: C([N:8]1[CH2:13][CH2:12][N:11]([CH:14]2[CH2:19][CH2:18][N:17]([C:20](=[O:54])[C@H:21]([NH:33][C:34]([N:36]3[CH2:41][CH2:40][CH:39]([N:42]4[C:46](=[O:47])[NH:45][C:44]([C:48]5[CH:53]=[CH:52][CH:51]=[CH:50][CH:49]=5)=[N:43]4)[CH2:38][CH2:37]3)=[O:35])[CH2:22][C:23]3[CH:32]=[CH:31][C:30]4[CH2:29][CH2:28][CH2:27][CH2:26][C:25]=4[CH:24]=3)[CH2:16][CH2:15]2)[CH2:10][CH2:9]1)C1C=CC=CC=1.[H][H]. Product: [O:54]=[C:20]([N:17]1[CH2:16][CH2:15][CH:14]([N:11]2[CH2:10][CH2:9][NH:8][CH2:13][CH2:12]2)[CH2:19][CH2:18]1)[C@H:21]([NH:33][C:34]([N:36]1[CH2:41][CH2:40][CH:39]([N:42]2[C:46](=[O:47])[NH:45][C:44]([C:48]3[CH:53]=[CH:52][CH:51]=[CH:50][CH:49]=3)=[N:43]2)[CH2:38][CH2:37]1)=[O:35])[CH2:22][C:23]1[CH:32]=[CH:31][C:30]2[CH2:29][CH2:28][CH2:27][CH2:26][C:25]=2[CH:24]=1. The catalyst class is: 19. (2) Reactant: [Na].N.C([N:10]1[C:18]2[C:13](=[CH:14][C:15]3[O:22][C:21]([CH3:24])([CH3:23])[CH:20]([OH:25])[CH:19]([NH:26][C:27]4C=CC(OCC)=C[CH:28]=4)[C:16]=3[CH:17]=2)[CH2:12][C:11]1=[O:36])C1C=CC=CC=1.[Cl-].[NH4+]. Product: [C:13]1([CH2:28][CH2:27][NH:26][CH:19]2[C:16]3[CH:17]=[C:18]4[C:13]([CH2:12][C:11](=[O:36])[NH:10]4)=[CH:14][C:15]=3[O:22][C:21]([CH3:24])([CH3:23])[CH:20]2[OH:25])[CH:14]=[CH:15][CH2:16][CH2:17][CH:18]=1. The catalyst class is: 1. (3) Reactant: [Cl:1][C:2]1[N:7]=[C:6]([C:8]2[C:9]([C:17]3[CH:18]=[CH:19][C:20]([O:30][CH3:31])=[C:21]([NH:23][C:24](=[O:29])[C:25](F)(F)F)[CH:22]=3)=[N:10][N:11]3[CH:16]=[CH:15][CH:14]=[CH:13][C:12]=23)[CH:5]=[CH:4][N:3]=1.[Li+].[OH-].C1COCC1.[CH:39]1[CH:43]=[C:42](CC(Cl)=O)[S:41][CH:40]=1. Product: [Cl:1][C:2]1[N:7]=[C:6]([C:8]2[C:9]([C:17]3[CH:18]=[CH:19][C:20]([O:30][CH3:31])=[C:21]([NH:23][C:24](=[O:29])[CH2:25][C:40]4[S:41][CH:42]=[CH:43][CH:39]=4)[CH:22]=3)=[N:10][N:11]3[CH:16]=[CH:15][CH:14]=[CH:13][C:12]=23)[CH:5]=[CH:4][N:3]=1. The catalyst class is: 6. (4) Reactant: [N+:1]([C:4]1[C:5]([N+:13]([O-:15])=[O:14])=[C:6]([CH:10]=[CH:11][CH:12]=1)[C:7]([OH:9])=[O:8])([O-])=O.[SH-].CO. Product: [NH2:1][C:4]1[C:5]([N+:13]([O-:15])=[O:14])=[C:6]([CH:10]=[CH:11][CH:12]=1)[C:7]([OH:9])=[O:8]. The catalyst class is: 6. (5) Reactant: [NH2:1][C:2]1[CH:7]=[CH:6][C:5]([S:8][C:9]#[N:10])=[C:4]([Cl:11])[C:3]=1[CH3:12].O.[SH-].[Na+].[BH4-].[Na+].[OH-].[Na+].[Cl:20][C:21]1N=C(Cl)[CH:24]=[CH:23][N:22]=1. Product: [Cl:11][C:4]1[C:3]([CH3:12])=[C:2]([CH:7]=[CH:6][C:5]=1[S:8][C:9]1[CH:24]=[CH:23][N:22]=[C:21]([Cl:20])[N:10]=1)[NH2:1]. The catalyst class is: 24. (6) Reactant: [BH4-].[Na+].[F:3][C:4]([F:46])([F:45])[C:5]1[CH:6]=[C:7]([C:15]([CH3:44])([CH3:43])[C:16]([N:18]([C:20]2[CH:21]=[N:22][C:23]([N:35]3[CH2:39][C@H:38]([OH:40])[CH2:37][C@H:36]3[CH2:41][OH:42])=[CH:24][C:25]=2[C:26]2[CH:31]=[CH:30][C:29]([F:32])=[CH:28][C:27]=2[CH:33]=[O:34])[CH3:19])=[O:17])[CH:8]=[C:9]([C:11]([F:14])([F:13])[F:12])[CH:10]=1. Product: [F:45][C:4]([F:3])([F:46])[C:5]1[CH:6]=[C:7]([C:15]([CH3:44])([CH3:43])[C:16]([N:18]([C:20]2[CH:21]=[N:22][C:23]([N:35]3[CH2:39][C@H:38]([OH:40])[CH2:37][C@H:36]3[CH2:41][OH:42])=[CH:24][C:25]=2[C:26]2[CH:31]=[CH:30][C:29]([F:32])=[CH:28][C:27]=2[CH2:33][OH:34])[CH3:19])=[O:17])[CH:8]=[C:9]([C:11]([F:12])([F:13])[F:14])[CH:10]=1. The catalyst class is: 5.